This data is from Peptide-MHC class II binding affinity with 134,281 pairs from IEDB. The task is: Regression. Given a peptide amino acid sequence and an MHC pseudo amino acid sequence, predict their binding affinity value. This is MHC class II binding data. (1) The peptide sequence is INEPTAAAIRYGLDR. The MHC is HLA-DQA10102-DQB10602 with pseudo-sequence HLA-DQA10102-DQB10602. The binding affinity (normalized) is 0.691. (2) The peptide sequence is AFKVAATWANAAPAN. The MHC is HLA-DPA10103-DPB10301 with pseudo-sequence HLA-DPA10103-DPB10301. The binding affinity (normalized) is 0.521. (3) The binding affinity (normalized) is 0.481. The MHC is HLA-DQA10301-DQB10302 with pseudo-sequence HLA-DQA10301-DQB10302. The peptide sequence is EAAVKQAYAATVAAA. (4) The MHC is DRB1_0401 with pseudo-sequence DRB1_0401. The binding affinity (normalized) is 0.220. The peptide sequence is HMAKEDLVANQPNLK. (5) The peptide sequence is AEKFKEDVINDFVSS. The MHC is DRB1_0301 with pseudo-sequence DRB1_0301. The binding affinity (normalized) is 0.432. (6) The peptide sequence is MKSSWGAIWRIDPKK. The MHC is HLA-DPA10201-DPB10501 with pseudo-sequence HLA-DPA10201-DPB10501. The binding affinity (normalized) is 0.0749.